This data is from Full USPTO retrosynthesis dataset with 1.9M reactions from patents (1976-2016). The task is: Predict the reactants needed to synthesize the given product. (1) The reactants are: [CH3:1][N:2]1[C:9](=[O:10])[CH2:8][CH2:7][C@H:3]1[C:4]([OH:6])=O.ON1C2C=CC=CC=2N=N1.[Cl:21][C:22]1[CH:27]=[C:26]([Cl:28])[CH:25]=[CH:24][C:23]=1[CH2:29][NH2:30].C(NC(C)C)(C)C.F[P-](F)(F)(F)(F)F.N1(OC(N(C)C)=[N+](C)C)C2N=CC=CC=2N=N1. Given the product [Cl:21][C:22]1[CH:27]=[C:26]([Cl:28])[CH:25]=[CH:24][C:23]=1[CH2:29][NH:30][C:4](=[O:6])[C@@H:3]1[CH2:7][CH2:8][C:9](=[O:10])[N:2]1[CH3:1], predict the reactants needed to synthesize it. (2) The reactants are: [C:1]12[C:10](=[O:11])[O:9][C:7](=[O:8])[C:2]=1[CH2:3][CH2:4][CH2:5][CH2:6]2.[BH4-].[Na+]. Given the product [OH:11][CH:10]1[C:1]2[CH2:6][CH2:5][CH2:4][CH2:3][C:2]=2[C:7](=[O:8])[O:9]1, predict the reactants needed to synthesize it. (3) Given the product [ClH:16].[Cl:16][C:4]1[C:3]([CH3:17])=[CH:8][C:7]2[CH2:9][O:10][C@@H:11]3[C@H:15]([C:6]=2[CH:5]=1)[CH2:14][NH:13][CH2:12]3, predict the reactants needed to synthesize it. The reactants are: Cl.Br[C:3]1[C:4]([Cl:16])=[CH:5][C:6]2[C@H:15]3[C@H:11]([CH2:12][NH:13][CH2:14]3)[O:10][CH2:9][C:7]=2[CH:8]=1.[CH3:17]B1OB(C)OB(C)O1.C(=O)([O-])[O-].[K+].[K+]. (4) Given the product [ClH:40].[ClH:40].[CH:1]([N:4]1[C:13]2[C:8](=[C:9]([CH3:14])[CH:10]=[CH:11][CH:12]=2)[CH:7]=[C:6]([C:15]([NH:17][CH2:18][CH:19]2[CH2:24][CH2:23][N:22]([CH2:25][CH:26]3[CH2:27][CH2:28][NH:29][CH2:30][CH2:31]3)[CH2:21][CH2:20]2)=[O:16])[C:5]1=[O:39])([CH3:3])[CH3:2], predict the reactants needed to synthesize it. The reactants are: [CH:1]([N:4]1[C:13]2[C:8](=[C:9]([CH3:14])[CH:10]=[CH:11][CH:12]=2)[CH:7]=[C:6]([C:15]([NH:17][CH2:18][CH:19]2[CH2:24][CH2:23][N:22]([CH2:25][CH:26]3[CH2:31][CH2:30][N:29](C(OC(C)(C)C)=O)[CH2:28][CH2:27]3)[CH2:21][CH2:20]2)=[O:16])[C:5]1=[O:39])([CH3:3])[CH3:2].[ClH:40]. (5) Given the product [CH2:1]([O:8][C:9]([N:11]1[C:20]2[C:15](=[CH:16][CH:17]=[CH:18][CH:19]=2)[C@@H:14]([OH:21])[CH2:13][CH2:12]1)=[O:10])[C:2]1[CH:7]=[CH:6][CH:5]=[CH:4][CH:3]=1, predict the reactants needed to synthesize it. The reactants are: [CH2:1]([O:8][C:9]([N:11]1[C:20]2[C:15](=[CH:16][CH:17]=[CH:18][CH:19]=2)[C:14](=[O:21])[CH2:13][CH2:12]1)=[O:10])[C:2]1[CH:7]=[CH:6][CH:5]=[CH:4][CH:3]=1.CC1C=CC(S(N[C@H]([C@@H](N)C2C=CC=CC=2)C2C=CC=CC=2)(=O)=O)=CC=1. (6) Given the product [Cl:42][C:39]1[CH:40]=[CH:41][C:36]([C:35]([O:34][C@H:33]2[C@:32]([F:45])([CH3:44])[C@@H:31]([Br:50])[O:30][C@@H:29]2[CH2:28][O:27][C:25](=[O:26])[C:24]2[CH:47]=[CH:48][C:21]([Cl:20])=[CH:22][CH:23]=2)=[O:43])=[CH:37][CH:38]=1, predict the reactants needed to synthesize it. The reactants are: C1(P(C2C=CC=CC=2)C2C=CC=CC=2)C=CC=CC=1.[Cl:20][C:21]1[CH:48]=[CH:47][C:24]([C:25]([O:27][CH2:28][C@@H:29]2[C@@H:33]([O:34][C:35](=[O:43])[C:36]3[CH:41]=[CH:40][C:39]([Cl:42])=[CH:38][CH:37]=3)[C@:32]([F:45])([CH3:44])[C@H:31](O)[O:30]2)=[O:26])=[CH:23][CH:22]=1.C(Br)(Br)(Br)[Br:50].C1(P(=O)(C2C=CC=CC=2)C2C=CC=CC=2)C=CC=CC=1.